Dataset: Full USPTO retrosynthesis dataset with 1.9M reactions from patents (1976-2016). Task: Predict the reactants needed to synthesize the given product. (1) Given the product [N:8]1[CH:1]=[CH:2][CH:7]=[CH:6][C:5]=1[CH:4]([O:12][C:9]1[CH:23]=[CH:22][CH:4]=[C:3]2[C:2]=1[C:1]([NH2:8])=[N:15][C:14]([NH2:16])=[N:13]2)[CH3:3], predict the reactants needed to synthesize it. The reactants are: [C:1](#[N:8])[C:2]1[CH:7]=[CH:6][CH:5]=[CH:4][CH:3]=1.[C:9](=[O:12])(O)O.[NH2:13][C:14]([NH2:16])=[NH:15].O.C(O[CH2:22][CH3:23])(=O)C. (2) Given the product [CH2:46]([N:22]1[C@@H:19]2[C@H:18]([C:23]([O:25][C:26]([CH3:29])([CH3:28])[CH3:27])=[O:24])[CH2:17][C@@:16]1([C:30]1[CH:31]=[CH:32][CH:33]=[CH:34][CH:35]=1)[C@H:15]([O:14][CH2:13][C:5]1[CH:6]=[C:7]([C:9]([F:10])([F:11])[F:12])[CH:8]=[C:3]([C:2]([F:36])([F:1])[F:37])[CH:4]=1)[CH2:21][CH2:20]2)[CH:45]=[CH2:44], predict the reactants needed to synthesize it. The reactants are: [F:1][C:2]([F:37])([F:36])[C:3]1[CH:4]=[C:5]([CH2:13][O:14][C@@H:15]2[CH2:21][CH2:20][C@@H:19]3[NH:22][C@@:16]2([C:30]2[CH:35]=[CH:34][CH:33]=[CH:32][CH:31]=2)[CH2:17][C@H:18]3[C:23]([O:25][C:26]([CH3:29])([CH3:28])[CH3:27])=[O:24])[CH:6]=[C:7]([C:9]([F:12])([F:11])[F:10])[CH:8]=1.C(=O)([O-])[O-].[K+].[K+].[CH2:44](Br)[CH:45]=[CH2:46]. (3) Given the product [Br:1][C:2]1[CH:3]=[C:4]([F:9])[C:5]([O:14][CH2:13][CH:10]2[CH2:12][CH2:11]2)=[N:6][CH:7]=1, predict the reactants needed to synthesize it. The reactants are: [Br:1][C:2]1[CH:3]=[C:4]([F:9])[C:5](F)=[N:6][CH:7]=1.[CH:10]1([CH2:13][OH:14])[CH2:12][CH2:11]1. (4) Given the product [N:43]1[CH:42]=[CH:41][N:7]=[C:6]2[NH:9][CH:10]=[C:11]([C:12]3[CH:13]=[C:14]([CH:35]=[CH:36][CH:37]=3)[CH2:15][NH:16][C:17]([C:19]3[C:20](=[O:34])[N:21]([CH2:25][C:26]4[CH:31]=[CH:30][C:29]([F:32])=[C:28]([F:33])[CH:27]=4)[CH:22]=[CH:23][CH:24]=3)=[O:18])[C:5]=12, predict the reactants needed to synthesize it. The reactants are: C(C1C=[C:5]2[C:11]([C:12]3[CH:13]=[C:14]([CH:35]=[CH:36][CH:37]=3)[CH2:15][NH:16][C:17]([C:19]3[C:20](=[O:34])[N:21]([CH2:25][C:26]4[CH:31]=[CH:30][C:29]([F:32])=[C:28]([F:33])[CH:27]=4)[CH:22]=[CH:23][CH:24]=3)=[O:18])=[CH:10][NH:9][C:6]2=[N:7]C=1)#N.FC1C=[C:41](C=CC=1F)[CH2:42][N:43]1C=CC=C(C(NCC2C=C(B(O)O)C=CC=2)=O)C1=O.[B].N1C=CN=C2NC=CC=12. (5) Given the product [CH:33]([NH:36][C:21]([C:20]1[C:15]([NH:14][C:13]([C:12]2[N:8]([C:3]3[C:2]([Cl:1])=[CH:7][CH:6]=[CH:5][N:4]=3)[N:9]=[C:10]([C:29]([F:32])([F:31])[F:30])[CH:11]=2)=[O:22])=[C:16]([C:37]#[N:39])[CH:17]=[C:18]2[C:19]=1[NH:24][N:25]=[CH:26]2)=[O:23])([CH3:35])[CH3:34], predict the reactants needed to synthesize it. The reactants are: [Cl:1][C:2]1[C:3]([N:8]2[C:12]([C:13]3[O:22][C:21](=[O:23])[C:20]4[C:15](=[C:16](C#C)[CH:17]=[C:18]5[CH:26]=[N:25][NH:24][C:19]5=4)[N:14]=3)=[CH:11][C:10]([C:29]([F:32])([F:31])[F:30])=[N:9]2)=[N:4][CH:5]=[CH:6][CH:7]=1.[CH:33]([NH2:36])([CH3:35])[CH3:34].[C:37](#[N:39])C.O. (6) Given the product [CH3:25][O:26][C:27]1[CH:32]=[C:31]([C:2]2[N:7]=[C:6]([NH:8][CH:9]([C:13]3[CH:18]=[CH:17][CH:16]=[CH:15][CH:14]=3)[C:10]([NH2:12])=[O:11])[CH:5]=[N:4][CH:3]=2)[CH:30]=[CH:29][CH:28]=1, predict the reactants needed to synthesize it. The reactants are: Cl[C:2]1[N:7]=[C:6]([NH:8][CH:9]([C:13]2[CH:18]=[CH:17][CH:16]=[CH:15][CH:14]=2)[C:10]([NH2:12])=[O:11])[CH:5]=[N:4][CH:3]=1.C([O-])([O-])=O.[K+].[K+].[CH3:25][O:26][C:27]1[CH:28]=[C:29](B(O)O)[CH:30]=[CH:31][CH:32]=1. (7) Given the product [CH2:3]([O:5][C:6]1[CH:15]=[C:14]2[C:9]([C:10]([C:39]([OH:41])=[O:40])=[C:11]([CH2:26][N:27]3[CH2:28][CH2:29][CH:30]([N:33]4[CH2:38][CH2:37][O:36][CH2:35][CH2:34]4)[CH2:31][CH2:32]3)[C:12]([C:16]3[CH:21]=[CH:20][CH:19]=[C:18]([C:22]([F:25])([F:23])[F:24])[CH:17]=3)=[N:13]2)=[CH:8][C:7]=1[S:43]([CH3:46])(=[O:45])=[O:44])[CH3:4], predict the reactants needed to synthesize it. The reactants are: [OH-].[K+].[CH2:3]([O:5][C:6]1[CH:15]=[C:14]2[C:9]([C:10]([C:39]([O:41]C)=[O:40])=[C:11]([CH2:26][N:27]3[CH2:32][CH2:31][CH:30]([N:33]4[CH2:38][CH2:37][O:36][CH2:35][CH2:34]4)[CH2:29][CH2:28]3)[C:12]([C:16]3[CH:21]=[CH:20][CH:19]=[C:18]([C:22]([F:25])([F:24])[F:23])[CH:17]=3)=[N:13]2)=[CH:8][C:7]=1[S:43]([CH3:46])(=[O:45])=[O:44])[CH3:4].[K]. (8) Given the product [CH3:33][S:34]([O-:37])(=[O:36])=[O:35].[NH2:16][C:13]1[CH:14]=[CH:15][C:10]([CH2:9][NH+:8]([CH2:21][C:22]2[CH:23]=[CH:24][C:25]([NH2:26])=[CH:31][CH:32]=2)[CH2:1][C:2]2[CH:7]=[CH:6][CH:5]=[CH:4][CH:3]=2)=[CH:11][CH:12]=1, predict the reactants needed to synthesize it. The reactants are: [CH2:1]([N:8]([CH2:21][C:22]1[CH:32]=[CH:31][C:25]([N:26](CC)CC)=[CH:24][CH:23]=1)[CH2:9][C:10]1[CH:15]=[CH:14][C:13]([N:16](CC)CC)=[CH:12][CH:11]=1)[C:2]1[CH:7]=[CH:6][CH:5]=[CH:4][CH:3]=1.[CH3:33][S:34]([OH:37])(=[O:36])=[O:35]. (9) Given the product [C:1]([O:5][C:6]([NH:8][C@@H:9]([CH:25]1[CH2:30][CH2:29][CH2:28][CH2:27][CH2:26]1)[C:10]([N:12]1[C:16]2=[N:17][CH:18]=[CH:19][CH:20]=[C:15]2[CH2:14][CH:13]1[C:21]([OH:23])=[O:22])=[O:11])=[O:7])([CH3:4])([CH3:2])[CH3:3], predict the reactants needed to synthesize it. The reactants are: [C:1]([O:5][C:6]([NH:8][C@@H:9]([CH:25]1[CH2:30][CH2:29][CH2:28][CH2:27][CH2:26]1)[C:10]([N:12]1[C:16]2=[N:17][CH:18]=[CH:19][CH:20]=[C:15]2[CH2:14][CH:13]1[C:21]([O:23]C)=[O:22])=[O:11])=[O:7])([CH3:4])([CH3:3])[CH3:2].C1COCC1.[OH-].[Li+]. (10) The reactants are: [NH2:1][C:2]1[S:3][C:4]2[C:9]([N:10]=1)=[CH:8][CH:7]=[C:6]([O:11][C:12]1[CH:13]=[C:14]([NH:19][C:20](=[O:32])[C:21]3[CH:26]=[CH:25][CH:24]=[C:23]([C:27]([F:30])([F:29])[F:28])[C:22]=3[Cl:31])[CH:15]=[CH:16][C:17]=1[CH3:18])[N:5]=2.[CH:33]1([C:36](Cl)=[O:37])[CH2:35][CH2:34]1. Given the product [Cl:31][C:22]1[C:23]([C:27]([F:29])([F:28])[F:30])=[CH:24][CH:25]=[CH:26][C:21]=1[C:20]([NH:19][C:14]1[CH:15]=[CH:16][C:17]([CH3:18])=[C:12]([O:11][C:6]2[N:5]=[C:4]3[S:3][C:2]([NH:1][C:36]([CH:33]4[CH2:35][CH2:34]4)=[O:37])=[N:10][C:9]3=[CH:8][CH:7]=2)[CH:13]=1)=[O:32], predict the reactants needed to synthesize it.